This data is from Full USPTO retrosynthesis dataset with 1.9M reactions from patents (1976-2016). The task is: Predict the reactants needed to synthesize the given product. Given the product [Si:1]([O:8][CH2:9][C@@H:10]([N:28]([CH3:29])[C:44]([NH:43][CH2:42][C:41]1[CH:56]=[CH:57][CH:58]=[C:59]([F:60])[C:40]=1[Cl:39])=[O:55])[CH2:11][CH2:12][C:13]([N:15]1[CH2:20][CH2:19][N:18]([C:21]([O:23][C:24]([CH3:27])([CH3:26])[CH3:25])=[O:22])[CH2:17][CH2:16]1)=[O:14])([C:4]([CH3:7])([CH3:6])[CH3:5])([CH3:3])[CH3:2], predict the reactants needed to synthesize it. The reactants are: [Si:1]([O:8][CH2:9][C@@H:10]([NH:28][CH3:29])[CH2:11][CH2:12][C:13]([N:15]1[CH2:20][CH2:19][N:18]([C:21]([O:23][C:24]([CH3:27])([CH3:26])[CH3:25])=[O:22])[CH2:17][CH2:16]1)=[O:14])([C:4]([CH3:7])([CH3:6])[CH3:5])([CH3:3])[CH3:2].CCN(C(C)C)C(C)C.[Cl:39][C:40]1[C:59]([F:60])=[CH:58][CH:57]=[CH:56][C:41]=1[CH2:42][NH:43][C:44](=[O:55])OC1C=CC([N+]([O-])=O)=CC=1.